This data is from NCI-60 drug combinations with 297,098 pairs across 59 cell lines. The task is: Regression. Given two drug SMILES strings and cell line genomic features, predict the synergy score measuring deviation from expected non-interaction effect. Drug 1: C1=CC(=C2C(=C1NCCNCCO)C(=O)C3=C(C=CC(=C3C2=O)O)O)NCCNCCO. Drug 2: CN(CCCl)CCCl.Cl. Cell line: SK-MEL-5. Synergy scores: CSS=26.3, Synergy_ZIP=-1.61, Synergy_Bliss=3.17, Synergy_Loewe=-11.7, Synergy_HSA=1.18.